This data is from Catalyst prediction with 721,799 reactions and 888 catalyst types from USPTO. The task is: Predict which catalyst facilitates the given reaction. (1) Reactant: [CH:1]1([CH2:4][C@:5]([OH:17])([CH3:16])[C:6]([O:8]CC2C=CC=CC=2)=[O:7])[CH2:3][CH2:2]1. Product: [CH:1]1([CH2:4][C@:5]([OH:17])([CH3:16])[C:6]([OH:8])=[O:7])[CH2:3][CH2:2]1. The catalyst class is: 99. (2) Reactant: [F:1][C:2]1([F:18])[CH2:7][CH2:6][N:5]([CH:8]([C:12]2[CH:17]=[CH:16][CH:15]=[CH:14][CH:13]=2)[C:9]([OH:11])=[O:10])[CH2:4][CH2:3]1.[N:19]12[CH2:26][CH2:25][CH:22]([CH2:23][CH2:24]1)[C@@H:21](O)[CH2:20]2.C1CCC(N=C=NC2CCCCC2)CC1.C1C=CC2N(O)N=NC=2C=1. Product: [F:18][C:2]1([F:1])[CH2:3][CH2:4][N:5]([CH:8]([C:12]2[CH:17]=[CH:16][CH:15]=[CH:14][CH:13]=2)[C:9]([O:11][C@@H:21]2[CH:22]3[CH2:25][CH2:26][N:19]([CH2:24][CH2:23]3)[CH2:20]2)=[O:10])[CH2:6][CH2:7]1. The catalyst class is: 1.